From a dataset of Forward reaction prediction with 1.9M reactions from USPTO patents (1976-2016). Predict the product of the given reaction. (1) Given the reactants [OH:1][C@:2]1([CH2:9][NH:10][C:11]([C:13]2[C:14]3[CH:15]=[CH:16][C:17](Cl)=[N:18][C:19]=3[CH:20]=[CH:21][C:22]=2[Cl:23])=[O:12])[CH2:7][CH2:6][CH2:5][C@@H:4]([CH3:8])[CH2:3]1.CCN(C(C)C)C(C)C.[OH:34][C:35]([C@@H:38]1[CH2:42][CH2:41][NH:40][CH2:39]1)([CH3:37])[CH3:36], predict the reaction product. The product is: [OH:1][C@:2]1([CH2:9][NH:10][C:11]([C:13]2[C:14]3[CH:15]=[CH:16][C:17]([N:40]4[CH2:41][CH2:42][C@@H:38]([C:35]([OH:34])([CH3:37])[CH3:36])[CH2:39]4)=[N:18][C:19]=3[CH:20]=[CH:21][C:22]=2[Cl:23])=[O:12])[CH2:7][CH2:6][CH2:5][C@@H:4]([CH3:8])[CH2:3]1. (2) Given the reactants [NH2:1][C:2]1[CH:3]=[CH:4][C:5]([F:18])=[C:6]([C@:8]2([CH3:17])[C:13]([F:15])([F:14])[CH2:12][O:11][C:10]([NH2:16])=[N:9]2)[CH:7]=1.[F:19][C:20]([F:33])([F:32])[CH2:21][O:22][C:23]1[C:24]([C:29](O)=[O:30])=[N:25][CH:26]=[CH:27][CH:28]=1, predict the reaction product. The product is: [NH2:16][C:10]1[O:11][CH2:12][C:13]([F:14])([F:15])[C@:8]([C:6]2[CH:7]=[C:2]([NH:1][C:29]([C:24]3[C:23]([O:22][CH2:21][C:20]([F:33])([F:32])[F:19])=[CH:28][CH:27]=[CH:26][N:25]=3)=[O:30])[CH:3]=[CH:4][C:5]=2[F:18])([CH3:17])[N:9]=1. (3) Given the reactants [CH:1]1([NH:7][C:8]2[CH:15]=[CH:14][C:11]([CH2:12][OH:13])=[CH:10][C:9]=2[N+:16]([O-:18])=[O:17])[CH2:6][CH2:5][CH2:4][CH2:3][CH2:2]1.O.C[N+]1([O-])CCOCC1, predict the reaction product. The product is: [CH:1]1([NH:7][C:8]2[CH:15]=[CH:14][C:11]([CH:12]=[O:13])=[CH:10][C:9]=2[N+:16]([O-:18])=[O:17])[CH2:2][CH2:3][CH2:4][CH2:5][CH2:6]1. (4) Given the reactants N1C=CC=CC=1.C([O:10][C@@H:11]([C@@H:15]([NH:23][C:24](=[O:36])[C:25]1[CH:30]=[CH:29][CH:28]=[C:27]([O:31]C(=O)C)[C:26]=1[CH3:35])[CH2:16][C:17]1[CH:22]=[CH:21][CH:20]=[CH:19][CH:18]=1)[C:12](O)=[O:13])(=O)C.O=S(Cl)Cl.[F:41][C:42]([F:57])([F:56])[CH2:43][NH:44][C:45]([C@@H:47]1[C:51]([CH3:53])([CH3:52])[C:50]([F:55])([F:54])[CH2:49][NH:48]1)=[O:46].Cl.[OH-].[K+].C([O-])([O-])=O.[K+].[K+], predict the reaction product. The product is: [F:57][C:42]([F:41])([F:56])[CH2:43][NH:44][C:45]([C@@H:47]1[C:51]([CH3:53])([CH3:52])[C:50]([F:55])([F:54])[CH2:49][N:48]1[C:12](=[O:13])[C@@H:11]([OH:10])[C@@H:15]([NH:23][C:24](=[O:36])[C:25]1[CH:30]=[CH:29][CH:28]=[C:27]([OH:31])[C:26]=1[CH3:35])[CH2:16][C:17]1[CH:18]=[CH:19][CH:20]=[CH:21][CH:22]=1)=[O:46]. (5) Given the reactants [Cl:1]N1C(=O)CCC1=O.[P:9]([O-:19])([O-:18])[O:10][CH2:11][C:12]1[CH:17]=[CH:16][CH:15]=[CH:14][CH:13]=1.[C:20]1([CH3:26])[CH:25]=[CH:24][CH:23]=[CH:22][CH:21]=1, predict the reaction product. The product is: [CH2:11]([O:10][P:9]([Cl:1])(=[O:18])[O:19][CH2:26][C:20]1[CH:25]=[CH:24][CH:23]=[CH:22][CH:21]=1)[C:12]1[CH:17]=[CH:16][CH:15]=[CH:14][CH:13]=1.